Dataset: Reaction yield outcomes from USPTO patents with 853,638 reactions. Task: Predict the reaction yield, written as a fraction of the theoretical maximum amount of product (1.0 means a 100% yield; for example, 0.34 means a 34% yield). (1) The reactants are [C:1]([O-:4])(=[O:3])[CH3:2].[K+].[I-].[K+].Br[CH2:9][CH2:10][CH2:11][C:12]([CH2:14][CH2:15][CH2:16][C:17](=[O:22])[CH2:18][CH2:19][CH2:20]Br)=[O:13]. The catalyst is C(OC(=O)C)(=O)C.CCOC(C)=O. The product is [C:1]([O:4][CH2:9][CH2:10][CH2:11][C:12]([CH2:14][CH2:15][CH2:16][C:17](=[O:22])[CH2:18][CH2:19][CH2:20][O:4][C:1](=[O:3])[CH3:2])=[O:13])(=[O:3])[CH3:2]. The yield is 0.663. (2) The reactants are [Cl:1][C:2]1[CH:9]=[CH:8][C:5]([C:6]#[N:7])=[C:4]([O:10][C:11]2[CH:16]=[CH:15][C:14]([CH:17]=O)=[C:13](OC)[CH:12]=2)[CH:3]=1.CN.[C:23]([BH3-])#[N:24].[Na+].[C:27]([OH:34])(=[O:33])/[CH:28]=[CH:29]/[C:30]([OH:32])=[O:31]. The catalyst is C(OCC)(=O)C.C(O)(=O)C.CO. The product is [C:27]([OH:34])(=[O:33])/[CH:28]=[CH:29]/[C:30]([OH:32])=[O:31].[Cl:1][C:2]1[CH:9]=[CH:8][C:5]([C:6]#[N:7])=[C:4]([O:10][C:11]2[CH:12]=[CH:13][C:14]([CH2:17][NH:24][CH3:23])=[CH:15][C:16]=2[O:31][CH3:30])[CH:3]=1. The yield is 0.580.